This data is from Catalyst prediction with 721,799 reactions and 888 catalyst types from USPTO. The task is: Predict which catalyst facilitates the given reaction. (1) Reactant: [I:1][C:2]1[CH:7]=[CH:6][C:5]([C:8]2[C:12]3[CH:13]=[CH:14][C:15]([OH:17])=[CH:16][C:11]=3[O:10][N:9]=2)=[CH:4][CH:3]=1.N1C=CC=CC=1.[F:24][C:25]([F:38])([F:37])[S:26](O[S:26]([C:25]([F:38])([F:37])[F:24])(=[O:28])=[O:27])(=[O:28])=[O:27]. Product: [I:1][C:2]1[CH:3]=[CH:4][C:5]([C:8]2[C:12]3[CH:13]=[CH:14][C:15]([O:17][S:26]([C:25]([F:38])([F:37])[F:24])(=[O:28])=[O:27])=[CH:16][C:11]=3[O:10][N:9]=2)=[CH:6][CH:7]=1. The catalyst class is: 34. (2) Reactant: [O:1]=[C:2]([CH3:8])[CH2:3][CH2:4][CH2:5][C:6]#[N:7].[Cl-].[Ce+3].[Cl-].[Cl-].[CH:13]1([Mg]Cl)[CH2:17][CH2:16][CH2:15][CH2:14]1.Cl. Product: [CH:13]1([C:2]([OH:1])([CH3:8])[CH2:3][CH2:4][CH2:5][C:6]#[N:7])[CH2:17][CH2:16][CH2:15][CH2:14]1. The catalyst class is: 1. (3) Reactant: Br[CH2:2][CH:3]1[O:8][C:7]2[CH:9]=[CH:10][CH:11]=[CH:12][C:6]=2[O:5][CH2:4]1.[N:13]1([C:19]2[CH:28]=[CH:27][CH:26]=[CH:25][C:20]=2[C:21]([O:23][CH3:24])=[O:22])[CH2:18][CH2:17][NH:16][CH2:15][CH2:14]1.C([O-])([O-])=O.[K+].[K+].O. Product: [O:8]1[CH:3]([CH2:2][N:16]2[CH2:15][CH2:14][N:13]([C:19]3[CH:28]=[CH:27][CH:26]=[CH:25][C:20]=3[C:21]([O:23][CH3:24])=[O:22])[CH2:18][CH2:17]2)[CH2:4][O:5][C:6]2[CH:12]=[CH:11][CH:10]=[CH:9][C:7]1=2. The catalyst class is: 3. (4) The catalyst class is: 553. Reactant: CC1C=CC(S(OCC2CC3C=CC=C(C4C=CC=CC=4F)C=3O2)(=O)=O)=CC=1.[N-]=[N+]=[N-].[Na+].[N:33]([CH2:36][CH:37]1[CH2:41][C:40]2[CH:42]=[CH:43][CH:44]=[C:45]([C:46]3[CH:51]=[CH:50][CH:49]=[CH:48][C:47]=3[F:52])[C:39]=2[O:38]1)=[N+]=[N-].[N-]=[N+]=[N-]. Product: [F:52][C:47]1[CH:48]=[CH:49][CH:50]=[CH:51][C:46]=1[C:45]1[C:39]2[O:38][CH:37]([CH2:36][NH2:33])[CH2:41][C:40]=2[CH:42]=[CH:43][CH:44]=1. (5) Reactant: [NH2:1][CH2:2][CH2:3][CH2:4][CH2:5][CH2:6][CH2:7][N:8]([CH3:62])[C@H:9]([C:13]([NH:15][C@H:16]([C:20]([N:22]([C@@H:24]([C@@H:58]([CH3:61])[CH2:59][CH3:60])[C@H:25]([O:56][CH3:57])[CH2:26][C:27]([N:29]1[CH2:33][CH2:32][CH2:31][C@H:30]1[C@H:34]([O:54][CH3:55])[C@@H:35]([CH3:53])[C:36]([NH:38][C@@H:39]([CH2:43][C:44]1[C:52]2[C:47](=[CH:48][CH:49]=[CH:50][CH:51]=2)[NH:46][CH:45]=1)[C:40]([NH2:42])=[O:41])=[O:37])=[O:28])[CH3:23])=[O:21])[CH:17]([CH3:19])[CH3:18])=[O:14])[CH:10]([CH3:12])[CH3:11].C(=O)([O-])O.[Na+].[O:68]=[C:69]1[CH:73]=[CH:72][C:71](=[O:74])N1C(OC)=O. Product: [O:68]=[C:69]1[CH:73]=[CH:72][C:71](=[O:74])[N:1]1[CH2:2][CH2:3][CH2:4][CH2:5][CH2:6][CH2:7][N:8]([CH3:62])[C@H:9]([C:13]([NH:15][C@H:16]([C:20]([N:22]([C@@H:24]([C@@H:58]([CH3:61])[CH2:59][CH3:60])[C@H:25]([O:56][CH3:57])[CH2:26][C:27]([N:29]1[CH2:33][CH2:32][CH2:31][C@H:30]1[C@H:34]([O:54][CH3:55])[C@@H:35]([CH3:53])[C:36]([NH:38][C@@H:39]([CH2:43][C:44]1[C:52]2[C:47](=[CH:48][CH:49]=[CH:50][CH:51]=2)[NH:46][CH:45]=1)[C:40]([NH2:42])=[O:41])=[O:37])=[O:28])[CH3:23])=[O:21])[CH:17]([CH3:18])[CH3:19])=[O:14])[CH:10]([CH3:12])[CH3:11]. The catalyst class is: 12. (6) Reactant: C(O[C:4]1(O[Si](C)(C)C)[CH2:6][CH2:5]1)C.[N+:12]([C:15]1[CH:24]=[C:23]2[C:18]([CH2:19][CH2:20][NH:21][CH2:22]2)=[CH:17][CH:16]=1)([O-:14])=[O:13].[BH3-]C#N.[Na+].C(O)(=O)C. Product: [CH:4]1([N:21]2[CH2:20][CH2:19][C:18]3[C:23](=[CH:24][C:15]([N+:12]([O-:14])=[O:13])=[CH:16][CH:17]=3)[CH2:22]2)[CH2:6][CH2:5]1. The catalyst class is: 24.